Dataset: Reaction yield outcomes from USPTO patents with 853,638 reactions. Task: Predict the reaction yield, written as a fraction of the theoretical maximum amount of product (1.0 means a 100% yield; for example, 0.34 means a 34% yield). The reactants are Cl.[CH:2]1([CH2:8][CH2:9][NH:10][CH2:11][CH2:12][C:13]([OH:15])=[O:14])[CH2:7][CH2:6][CH2:5][CH2:4][CH2:3]1.[C:16](=O)([O:22]C(C)(C)C)[O:17][C:18]([CH3:21])([CH3:20])[CH3:19].C(N(CC)CC)C.C(O)(=O)CC(CC(O)=O)(C(O)=O)O. The catalyst is O1CCCC1. The product is [C:18]([O:17][C:16]([N:10]([CH2:11][CH2:12][C:13]([OH:15])=[O:14])[CH2:9][CH2:8][CH:2]1[CH2:7][CH2:6][CH2:5][CH2:4][CH2:3]1)=[O:22])([CH3:21])([CH3:20])[CH3:19]. The yield is 0.620.